From a dataset of Peptide-MHC class II binding affinity with 134,281 pairs from IEDB. Regression. Given a peptide amino acid sequence and an MHC pseudo amino acid sequence, predict their binding affinity value. This is MHC class II binding data. The peptide sequence is GRTTWSIHGKGEWMT. The MHC is DRB1_0901 with pseudo-sequence DRB1_0901. The binding affinity (normalized) is 0.568.